Dataset: Full USPTO retrosynthesis dataset with 1.9M reactions from patents (1976-2016). Task: Predict the reactants needed to synthesize the given product. (1) Given the product [CH3:1][O:2][C:3](=[O:37])[C:4]1[CH:9]=[CH:8][CH:7]=[C:6]([S:10]([N:13]2[C:17]3=[CH:18][CH:19]=[C:20]([I:45])[C:21](=[O:22])[N:16]3[C@H:15]([C:23]3[CH:28]=[CH:27][C:26]([Cl:29])=[CH:25][CH:24]=3)[C@@H:14]2[C:30]2[CH:31]=[CH:32][C:33]([Cl:36])=[CH:34][CH:35]=2)(=[O:11])=[O:12])[CH:5]=1, predict the reactants needed to synthesize it. The reactants are: [CH3:1][O:2][C:3](=[O:37])[C:4]1[CH:9]=[CH:8][CH:7]=[C:6]([S:10]([N:13]2[C:17]3=[CH:18][CH:19]=[CH:20][C:21](=[O:22])[N:16]3[C@H:15]([C:23]3[CH:28]=[CH:27][C:26]([Cl:29])=[CH:25][CH:24]=3)[C@@H:14]2[C:30]2[CH:35]=[CH:34][C:33]([Cl:36])=[CH:32][CH:31]=2)(=[O:12])=[O:11])[CH:5]=1.C1C(=O)N([I:45])C(=O)C1. (2) Given the product [CH2:1]([O:3][C:4](=[O:23])[CH2:5][CH2:6][C:7]1[CH:12]=[C:11]([F:13])[C:10]([OH:14])=[C:9]([F:22])[CH:8]=1)[CH3:2], predict the reactants needed to synthesize it. The reactants are: [CH2:1]([O:3][C:4](=[O:23])/[CH:5]=[CH:6]/[C:7]1[CH:12]=[C:11]([F:13])[C:10]([O:14]CC2C=CC=CC=2)=[C:9]([F:22])[CH:8]=1)[CH3:2]. (3) Given the product [C:8]1([CH2:9][NH:10][C:15]([O:35][C@@:26]23[N:33]([CH3:34])[C@@H:30]([CH2:31][CH2:32]2)[CH2:29][CH:28]=[CH:27]3)=[O:16])[C:7]([C:1]2[CH:2]=[CH:3][CH:4]=[CH:5][CH:6]=2)=[CH:14][CH:13]=[CH:12][CH:11]=1, predict the reactants needed to synthesize it. The reactants are: [C:1]1([C:7]2[CH:14]=[CH:13][CH:12]=[CH:11][C:8]=2[CH2:9][NH2:10])[CH:6]=[CH:5][CH:4]=[CH:3][CH:2]=1.[C:15](Cl)(Cl)=[O:16].C1(C)C=CC=CC=1.[C@@:26]12([OH:35])[N:33]([CH3:34])[C@@H:30]([CH2:31][CH2:32]1)[CH2:29][CH:28]=[CH:27]2. (4) Given the product [CH2:1]([C:3]1[C:11]2[N:10]3[CH:12]=[CH:13][CH:14]=[C:9]3[CH:8]=[N:7][C:6]=2[NH:5][C:4]=1[C:23]1[CH:28]=[CH:27][C:26]([C:29](=[O:30])[CH3:34])=[CH:25][CH:24]=1)[CH3:2], predict the reactants needed to synthesize it. The reactants are: [CH2:1]([C:3]1[C:11]2[N:10]3[CH:12]=[CH:13][CH:14]=[C:9]3[CH:8]=[N:7][C:6]=2[N:5](COCC[Si](C)(C)C)[C:4]=1[C:23]1[CH:28]=[CH:27][C:26]([C:29]2([CH3:34])OCC[O:30]2)=[CH:25][CH:24]=1)[CH3:2].Cl.C(O)(C(F)(F)F)=O.[NH4+].[OH-].C(=O)C.